Task: Regression/Classification. Given a drug SMILES string, predict its absorption, distribution, metabolism, or excretion properties. Task type varies by dataset: regression for continuous measurements (e.g., permeability, clearance, half-life) or binary classification for categorical outcomes (e.g., BBB penetration, CYP inhibition). Dataset: cyp2c19_veith.. Dataset: CYP2C19 inhibition data for predicting drug metabolism from PubChem BioAssay (1) The result is 1 (inhibitor). The molecule is COc1cccc(NC(=O)COC(=O)c2c3c(nc4ccccc24)CCC(C)C3)c1. (2) The molecule is O=C(NNc1nc2ccccc2s1)C1CC1. The result is 1 (inhibitor). (3) The drug is CCOC(=O)CC(NC(=O)c1ccc(C)cc1)c1ccc(C)cc1. The result is 1 (inhibitor). (4) The drug is CCC(=O)NC(NC(=O)CC)C(Cl)Cl. The result is 0 (non-inhibitor). (5) The compound is Cc1[nH]ccc2c1[nH]c1cc(=O)ccc12.Cl.O. The result is 0 (non-inhibitor). (6) The drug is CCNc1nc(NC(C)C)nc(SCCOc2ccc(C)cc2)n1. The result is 1 (inhibitor). (7) The drug is CC(C)C(=O)C(C)(C)CCc1ccccn1. The result is 0 (non-inhibitor). (8) The compound is C[N+](C)(C)CCO. The result is 0 (non-inhibitor). (9) The drug is CO[C@@H]1[C@@H](O)[C@H](C)O[C@@H](O[C@@H]2[C@H](Oc3cccc4c(O)c5c(=O)oc6ccc(C)c7c(=O)oc(c34)c5c67)O[C@@H](C)[C@H](O)[C@H]2O)[C@H]1O. The result is 0 (non-inhibitor).